The task is: Predict which catalyst facilitates the given reaction.. This data is from Catalyst prediction with 721,799 reactions and 888 catalyst types from USPTO. (1) Reactant: [Br:1][C:2]1[CH:3]=[C:4]([CH:7]=[C:8]([F:11])[C:9]=1[OH:10])[CH:5]=O.[C:12]1([C:18](=O)[CH2:19][C:20]2[CH:25]=[CH:24][CH:23]=[CH:22][CH:21]=2)[CH:17]=[CH:16][CH:15]=[CH:14][CH:13]=1.[NH2:27][C:28]([NH2:30])=[O:29].Cl. Product: [Br:1][C:2]1[CH:3]=[C:4]([CH:5]2[C:19]([C:20]3[CH:25]=[CH:24][CH:23]=[CH:22][CH:21]=3)=[C:18]([C:12]3[CH:17]=[CH:16][CH:15]=[CH:14][CH:13]=3)[NH:30][C:28](=[O:29])[NH:27]2)[CH:7]=[C:8]([F:11])[C:9]=1[OH:10]. The catalyst class is: 8. (2) Reactant: C(=O)([O-])[O-].[K+].[K+].Cl.[C:8]([C:11]1[CH:16]=[CH:15][CH:14]=[CH:13][N:12]=1)(=[NH:10])[NH2:9].[Cl:17][C:18]1[CH:19]=[C:20]([CH:34]=[CH:35][C:36]=1[Cl:37])[CH2:21][CH:22]([C:28](=O)[C:29]([F:32])([F:31])[F:30])[C:23](OCC)=[O:24]. Product: [Cl:17][C:18]1[CH:19]=[C:20]([CH:34]=[CH:35][C:36]=1[Cl:37])[CH2:21][C:22]1[C:23](=[O:24])[NH:10][C:8]([C:11]2[CH:16]=[CH:15][CH:14]=[CH:13][N:12]=2)=[N:9][C:28]=1[C:29]([F:31])([F:32])[F:30]. The catalyst class is: 12. (3) Reactant: CO[C:3](=[O:34])[N:4]=[C:5](SC)[C:6]([C:20]1[CH:25]=[CH:24][C:23]([O:26][CH2:27][C:28]#[N:29])=[C:22]([O:30][CH3:31])[CH:21]=1)=[N:7][C:8]1[CH:13]=[CH:12][C:11]([C:14]2[N:18]=[C:17]([CH3:19])[O:16][N:15]=2)=[CH:10][CH:9]=1.[NH:35]([C:37]1[N:42]=[CH:41][CH:40]=[CH:39][N:38]=1)[NH2:36].C(N(CC)CC)C. Product: [CH3:31][O:30][C:22]1[CH:21]=[C:20]([CH:6]([NH:7][C:8]2[CH:13]=[CH:12][C:11]([C:14]3[N:18]=[C:17]([CH3:19])[O:16][N:15]=3)=[CH:10][CH:9]=2)[C:5]2[NH:4][C:3](=[O:34])[N:35]([C:37]3[N:42]=[CH:41][CH:40]=[CH:39][N:38]=3)[N:36]=2)[CH:25]=[CH:24][C:23]=1[O:26][CH2:27][C:28]#[N:29]. The catalyst class is: 3. (4) Reactant: [CH2:1]([N:3]1[CH2:8][CH2:7][CH:6]([CH2:9][OH:10])[CH2:5][CH2:4]1)[CH3:2].[H-].[Na+].F[C:14]1[CH:19]=[CH:18][C:17]([N+:20]([O-])=O)=[C:16]([CH3:23])[CH:15]=1. Product: [CH2:1]([N:3]1[CH2:8][CH2:7][CH:6]([CH2:9][O:10][C:14]2[CH:19]=[CH:18][C:17]([NH2:20])=[C:16]([CH3:23])[CH:15]=2)[CH2:5][CH2:4]1)[CH3:2]. The catalyst class is: 3. (5) Reactant: [CH:1]1([C:4]2[N:5]=[CH:6][C:7]([O:10][C@H:11]3[CH2:28][N:14]4[C:15](=[O:27])[CH2:16][CH2:17][N:18](C(OC(C)(C)C)=O)[CH2:19][C@H:13]4[CH2:12]3)=[N:8][CH:9]=2)[CH2:3][CH2:2]1.C([Cl:32])(=O)C. Product: [ClH:32].[CH:1]1([C:4]2[N:5]=[CH:6][C:7]([O:10][C@H:11]3[CH2:28][N:14]4[C:15](=[O:27])[CH2:16][CH2:17][NH:18][CH2:19][C@H:13]4[CH2:12]3)=[N:8][CH:9]=2)[CH2:3][CH2:2]1. The catalyst class is: 5.